Predict which catalyst facilitates the given reaction. From a dataset of Catalyst prediction with 721,799 reactions and 888 catalyst types from USPTO. (1) Reactant: [CH2:1]([N:8]1[C:12](/[CH:13]=[CH:14]/[C:15]([O:17][CH2:18][CH3:19])=[O:16])=[CH:11][C:10]([O:20][CH:21]([CH3:23])[CH3:22])=[N:9]1)[C:2]1[CH:7]=[CH:6][CH:5]=[CH:4][CH:3]=1. Product: [CH2:1]([N:8]1[C:12]([CH2:13][CH2:14][C:15]([O:17][CH2:18][CH3:19])=[O:16])=[CH:11][C:10]([O:20][CH:21]([CH3:22])[CH3:23])=[N:9]1)[C:2]1[CH:3]=[CH:4][CH:5]=[CH:6][CH:7]=1. The catalyst class is: 481. (2) Reactant: [OH:1][C:2]1[CH:7]=[CH:6][C:5]([C:8](=[O:18])[CH:9]([C:12]2[CH:17]=[CH:16][CH:15]=[CH:14][CH:13]=2)[CH2:10][CH3:11])=[CH:4][CH:3]=1.[O:19]1[CH:24]=[CH:23][CH2:22][CH2:21][CH2:20]1.[Cl-].[Cl-].[Ca+2]. Product: [C:12]1([CH:9]([CH2:10][CH3:11])[C:8]([C:5]2[CH:4]=[CH:3][C:2]([O:1][CH:20]3[CH2:21][CH2:22][CH2:23][CH2:24][O:19]3)=[CH:7][CH:6]=2)=[O:18])[CH:13]=[CH:14][CH:15]=[CH:16][CH:17]=1. The catalyst class is: 26. (3) Product: [CH2:1]([O:3][C:4]([C:6]1[CH:15]=[CH:14][C:13]2[C:8](=[CH:9][CH:10]=[C:11]([F:17])[CH:12]=2)[CH:7]=1)=[O:5])[CH3:2]. The catalyst class is: 262. Reactant: [CH2:1]([O:3][C:4]([C:6]1[CH:15]=[CH:14][C:13]2[C:8](=[CH:9][CH:10]=[C:11](N)[CH:12]=2)[CH:7]=1)=[O:5])[CH3:2].[F:17][B-](F)(F)F.N#[O+]. (4) Reactant: C[O:2][C:3]1[CH:8]=[CH:7][C:6]([CH:9]=[CH:10][C:11]2[CH:16]=[CH:15][C:14]([N:17]([C:25]3[CH:30]=[CH:29][C:28]([CH3:31])=[CH:27][CH:26]=3)[C:18]3[CH:23]=[CH:22][C:21]([CH3:24])=[CH:20][CH:19]=3)=[CH:13][CH:12]=2)=[CH:5][CH:4]=1.C([S-])C.[Na+].CN(C)C=O.Cl. Product: [OH:2][C:3]1[CH:8]=[CH:7][C:6]([CH:9]=[CH:10][C:11]2[CH:16]=[CH:15][C:14]([N:17]([C:25]3[CH:26]=[CH:27][C:28]([CH3:31])=[CH:29][CH:30]=3)[C:18]3[CH:23]=[CH:22][C:21]([CH3:24])=[CH:20][CH:19]=3)=[CH:13][CH:12]=2)=[CH:5][CH:4]=1. The catalyst class is: 6. (5) Reactant: [F:1][C:2]1[CH:7]=[CH:6][C:5]([C:8]2[C:9]([C:20]([O:22][CH2:23][CH3:24])=[O:21])=[C:10]([C:14]3[CH:19]=[CH:18][CH:17]=[CH:16][CH:15]=3)[O:11][C:12]=2[CH3:13])=[CH:4][CH:3]=1.[Br:25]N1C(=O)CCC1=O.N(C(C)(C)C#N)=NC(C)(C)C#N. Product: [Br:25][CH2:13][C:12]1[O:11][C:10]([C:14]2[CH:19]=[CH:18][CH:17]=[CH:16][CH:15]=2)=[C:9]([C:20]([O:22][CH2:23][CH3:24])=[O:21])[C:8]=1[C:5]1[CH:6]=[CH:7][C:2]([F:1])=[CH:3][CH:4]=1. The catalyst class is: 53. (6) Reactant: Cl[C:2]1[N:7]=[C:6]([NH:8][C:9]2[CH:19]=[CH:18][CH:17]=[CH:16][C:10]=2[C:11]([N:13]([CH3:15])[CH3:14])=[O:12])[C:5]([Cl:20])=[CH:4][N:3]=1.[N:21]1([CH2:27][CH2:28][C:29]2[CH:30]=[C:31]([CH:33]=[CH:34][CH:35]=2)[NH2:32])[CH2:26][CH2:25][O:24][CH2:23][CH2:22]1.C(O)(C(F)(F)F)=O. Product: [Cl:20][C:5]1[C:6]([NH:8][C:9]2[CH:19]=[CH:18][CH:17]=[CH:16][C:10]=2[C:11]([N:13]([CH3:15])[CH3:14])=[O:12])=[N:7][C:2]([NH:32][C:31]2[CH:33]=[CH:34][CH:35]=[C:29]([CH2:28][CH2:27][N:21]3[CH2:22][CH2:23][O:24][CH2:25][CH2:26]3)[CH:30]=2)=[N:3][CH:4]=1. The catalyst class is: 32. (7) Reactant: [Cl:1][C:2]1[CH:3]=[C:4]([CH:9]2[N:14]3[N:15]=[CH:16][CH:17]=[C:13]3[N:12](C(OC(C)(C)C)=O)[C:11]([CH3:25])=[C:10]2[C:26](=[O:40])[N:27]([S:29]([C:32]2[CH:37]=[CH:36][C:35]([O:38][CH3:39])=[CH:34][CH:33]=2)(=[O:31])=[O:30])[CH3:28])[CH:5]=[CH:6][C:7]=1[Cl:8].C(O)(C(F)(F)F)=O. Product: [Cl:1][C:2]1[CH:3]=[C:4]([CH:9]2[N:14]3[N:15]=[CH:16][CH:17]=[C:13]3[NH:12][C:11]([CH3:25])=[C:10]2[C:26]([N:27]([S:29]([C:32]2[CH:33]=[CH:34][C:35]([O:38][CH3:39])=[CH:36][CH:37]=2)(=[O:31])=[O:30])[CH3:28])=[O:40])[CH:5]=[CH:6][C:7]=1[Cl:8]. The catalyst class is: 2.